Task: Predict which catalyst facilitates the given reaction.. Dataset: Catalyst prediction with 721,799 reactions and 888 catalyst types from USPTO (1) Reactant: [CH3:1][C@:2]12[C@H:12]([CH2:13]/[CH:14]=[C:15]3\[C@H:16]([OH:21])[CH2:17][O:18][C:19]\3=[O:20])[C:10](=[CH2:11])[CH2:9][CH2:8][C@@H:7]1[C@@:6]([CH2:23][OH:24])([CH3:22])[C@H:5]([OH:25])[CH2:4][CH2:3]2.C1(C)C=CC(S(O)(=O)=O)=CC=1.[N+:37]([C:40]1[CH:41]=[C:42]([CH:45]=[CH:46][CH:47]=1)[CH:43]=O)([O-:39])=[O:38]. Product: [CH3:1][C:2]12[CH:12]([CH2:13]/[CH:14]=[C:15]3/[C:19](=[O:20])[O:18][CH2:17][CH:16]/3[OH:21])[C:10](=[CH2:11])[CH2:9][CH2:8][CH:7]1[C:6]1([CH3:22])[CH:5]([O:25][CH:43]([C:42]3[CH:45]=[CH:46][CH:47]=[C:40]([N+:37]([O-:39])=[O:38])[CH:41]=3)[O:24][CH2:23]1)[CH2:4][CH2:3]2. The catalyst class is: 11. (2) Reactant: [N:1]1([CH2:7][CH2:8][CH2:9][O:10][C:11]2[CH:16]=[CH:15][C:14]([N:17]3[CH2:22][CH2:21][NH:20][CH2:19][CH2:18]3)=[CH:13][CH:12]=2)[CH2:6][CH2:5][CH2:4][CH2:3][CH2:2]1.[C:23]1([S:33](Cl)(=[O:35])=[O:34])[C:32]2[C:27](=[CH:28][CH:29]=[CH:30][CH:31]=2)[CH:26]=[CH:25][CH:24]=1. Product: [C:23]1([S:33]([N:20]2[CH2:19][CH2:18][N:17]([C:14]3[CH:15]=[CH:16][C:11]([O:10][CH2:9][CH2:8][CH2:7][N:1]4[CH2:6][CH2:5][CH2:4][CH2:3][CH2:2]4)=[CH:12][CH:13]=3)[CH2:22][CH2:21]2)(=[O:35])=[O:34])[C:32]2[C:27](=[CH:28][CH:29]=[CH:30][CH:31]=2)[CH:26]=[CH:25][CH:24]=1. The catalyst class is: 2. (3) Reactant: [Cl:1][C:2]1[CH:7]=[CH:6][CH:5]=[C:4]([Cl:8])[C:3]=1[C:9]1[NH:10][C:11]2[CH:17]=[C:16]([C:18](Cl)=[O:19])[C:15]([F:21])=[C:14]([F:22])[C:12]=2[N:13]=1.[N:23]1[C:32]2[C:27](=[CH:28][CH:29]=[CH:30][CH:31]=2)[CH:26]=[CH:25][C:24]=1[NH2:33].CCN(C(C)C)C(C)C. Product: [N:23]1[C:32]2[C:27](=[CH:28][CH:29]=[CH:30][CH:31]=2)[CH:26]=[CH:25][C:24]=1[NH:33][C:18]([C:16]1[C:15]([F:21])=[C:14]([F:22])[C:12]2[N:13]=[C:9]([C:3]3[C:2]([Cl:1])=[CH:7][CH:6]=[CH:5][C:4]=3[Cl:8])[NH:10][C:11]=2[CH:17]=1)=[O:19]. The catalyst class is: 1. (4) Reactant: COC1C=C(OC)C=CC=1C(Cl)=O.[CH3:14][O:15][C:16]1[CH:17]=[C:18]2[C:23](=[CH:24][C:25]=1[O:26][CH3:27])[N:22]=[CH:21][CH:20]=[C:19]2[O:28][C:29]1[CH:35]=[CH:34][C:32]([NH2:33])=[CH:31][C:30]=1[F:36].[CH3:37][O:38][C:39]1[CH:44]=[C:43]([O:45][CH3:46])[CH:42]=[CH:41][C:40]=1[C:47]([N:49]=[C:50]=[S:51])=[O:48]. Product: [CH3:37][O:38][C:39]1[CH:44]=[C:43]([O:45][CH3:46])[CH:42]=[CH:41][C:40]=1[C:47]([N:49]=[C:50]=[S:51])=[O:48].[CH3:37][O:38][C:39]1[CH:44]=[C:43]([O:45][CH3:46])[CH:42]=[CH:41][C:40]=1[C:47]([NH:49][C:50]([NH:33][C:32]1[CH:34]=[CH:35][C:29]([O:28][C:19]2[C:18]3[C:23](=[CH:24][C:25]([O:26][CH3:27])=[C:16]([O:15][CH3:14])[CH:17]=3)[N:22]=[CH:21][CH:20]=2)=[C:30]([F:36])[CH:31]=1)=[S:51])=[O:48]. The catalyst class is: 234. (5) The catalyst class is: 49. Reactant: Br[CH2:2][C:3]1[CH:8]=[CH:7][C:6]([S:9]([CH3:37])(=[O:36])=[N:10][C:11](=[O:35])[C:12]2[CH:17]=[C:16]([C:18]#[C:19][C:20]3[CH:25]=[CH:24][CH:23]=[C:22]([NH:26][C:27]([C:29]4[O:30][CH:31]=[CH:32][C:33]=4[CH3:34])=[O:28])[CH:21]=3)[CH:15]=[N:14][CH:13]=2)=[CH:5][CH:4]=1.[N:38]1([CH2:44][CH2:45][O:46][CH2:47][CH2:48][OH:49])[CH2:43][CH2:42][NH:41][CH2:40][CH2:39]1. Product: [OH:49][CH2:48][CH2:47][O:46][CH2:45][CH2:44][N:38]1[CH2:43][CH2:42][N:41]([CH2:2][C:3]2[CH:8]=[CH:7][C:6]([S:9]([CH3:37])(=[O:36])=[N:10][C:11](=[O:35])[C:12]3[CH:17]=[C:16]([C:18]#[C:19][C:20]4[CH:25]=[CH:24][CH:23]=[C:22]([NH:26][C:27]([C:29]5[O:30][CH:31]=[CH:32][C:33]=5[CH3:34])=[O:28])[CH:21]=4)[CH:15]=[N:14][CH:13]=3)=[CH:5][CH:4]=2)[CH2:40][CH2:39]1.